From a dataset of Full USPTO retrosynthesis dataset with 1.9M reactions from patents (1976-2016). Predict the reactants needed to synthesize the given product. (1) Given the product [CH:1]1([CH:7]([NH:19][C:20]2[N:25]=[CH:24][C:23]([C:26]([NH:28][CH2:29][CH2:30][C:31]([OH:33])=[O:32])=[O:27])=[CH:22][CH:21]=2)[C:8]2[O:9][C:10]3[CH:17]=[CH:16][C:15]([F:18])=[CH:14][C:11]=3[C:12]=2[CH3:13])[CH2:6][CH2:5][CH2:4][CH2:3][CH2:2]1, predict the reactants needed to synthesize it. The reactants are: [CH:1]1([CH:7]([NH:19][C:20]2[N:25]=[CH:24][C:23]([C:26]([NH:28][CH2:29][CH2:30][C:31]([O:33]CC)=[O:32])=[O:27])=[CH:22][CH:21]=2)[C:8]2[O:9][C:10]3[CH:17]=[CH:16][C:15]([F:18])=[CH:14][C:11]=3[C:12]=2[CH3:13])[CH2:6][CH2:5][CH2:4][CH2:3][CH2:2]1.O1CCCC1.[OH-].[Na+]. (2) Given the product [CH3:1][C@@H:2]1[N:7]2[C:8]3[C:17]4[C:12](=[CH:13][CH:14]=[CH:15][CH:16]=4)[N+:11]([O-:31])=[CH:10][C:9]=3[N:18]=[C:6]2[CH2:5][N:4]([S:19]([CH3:22])(=[O:21])=[O:20])[CH2:3]1, predict the reactants needed to synthesize it. The reactants are: [CH3:1][C@@H:2]1[N:7]2[C:8]3[C:17]4[C:12](=[CH:13][CH:14]=[CH:15][CH:16]=4)[N:11]=[CH:10][C:9]=3[N:18]=[C:6]2[CH2:5][N:4]([S:19]([CH3:22])(=[O:21])=[O:20])[CH2:3]1.C1C=C(Cl)C=C(C(OO)=[O:31])C=1.C([O-])([O-])=O.[Na+].[Na+]. (3) The reactants are: [CH:1]1([C:4]2[CH2:5][C:6]3[C:11]([CH:12]=2)=[C:10]([C:13]2[C:22]4[C:17](=[CH:18][CH:19]=[CH:20][CH:21]=4)[CH:16]=[CH:15][CH:14]=2)[CH:9]=[CH:8][CH:7]=3)[CH2:3][CH2:2]1.[Li][CH2:24][CH2:25][CH2:26][CH3:27].C([Cu])#N.Cl[Si:32](Cl)([CH3:34])[CH3:33]. Given the product [CH:1]1([C:4]2[CH:5]([Si:32]([CH:24]3[C:6]4[C:27](=[C:10]([C:13]5[C:22]6[C:17](=[CH:18][CH:19]=[CH:20][CH:21]=6)[CH:16]=[CH:15][CH:14]=5)[CH:9]=[CH:8][CH:7]=4)[CH:26]=[C:25]3[CH:1]3[CH2:2][CH2:3]3)([CH3:34])[CH3:33])[C:6]3[C:11]([CH:12]=2)=[C:10]([C:13]2[C:22]4[C:17](=[CH:18][CH:19]=[CH:20][CH:21]=4)[CH:16]=[CH:15][CH:14]=2)[CH:9]=[CH:8][CH:7]=3)[CH2:3][CH2:2]1, predict the reactants needed to synthesize it. (4) Given the product [OH:38][C@@H:36]([CH3:37])[C:34]([N:1]1[CH2:2][CH2:3][CH:4]([NH:7][C:8]([C:10]2[C:14]3[N:15]=[CH:16][N:17]=[C:18]([C:19]4[CH:24]=[C:23]([O:25][CH3:26])[C:22]([F:27])=[CH:21][C:20]=4[O:28][CH2:29][CH:30]4[CH2:32][CH2:31]4)[C:13]=3[NH:12][CH:11]=2)=[O:9])[CH2:5][CH2:6]1)=[O:35], predict the reactants needed to synthesize it. The reactants are: [NH:1]1[CH2:6][CH2:5][CH:4]([NH:7][C:8]([C:10]2[C:14]3[N:15]=[CH:16][N:17]=[C:18]([C:19]4[CH:24]=[C:23]([O:25][CH3:26])[C:22]([F:27])=[CH:21][C:20]=4[O:28][CH2:29][CH:30]4[CH2:32][CH2:31]4)[C:13]=3[NH:12][CH:11]=2)=[O:9])[CH2:3][CH2:2]1.Cl[C:34]([C@@H:36]([O:38]C(=O)C)[CH3:37])=[O:35]. (5) Given the product [CH3:1][O:2][C:18]1[CH:13]=[C:14]([NH:21][C:22](=[O:24])[CH3:23])[CH:15]=[C:16]([O:19][CH3:20])[CH:17]=1, predict the reactants needed to synthesize it. The reactants are: [CH3:1][O:2]C1C(OC)=CC(N)=CC=1.Cl[C:13]1[CH:18]=[CH:17][C:16]([O:19][CH3:20])=[CH:15][C:14]=1[NH:21][C:22](=[O:24])[CH3:23]. (6) Given the product [Br:6][C:7]1[C:16]2[C:15]([CH3:17])([CH3:18])[CH2:14][CH:13]=[C:12]([C:19]([CH3:21])([CH3:20])[CH3:22])[C:11]=2[CH:10]=[C:9]([C:23](=[O:25])[CH3:24])[C:8]=1[OH:26], predict the reactants needed to synthesize it. The reactants are: [H-].[Na+].C(S)C.[Br:6][C:7]1[C:16]2[C:15]([CH3:18])([CH3:17])[CH2:14][CH:13]=[C:12]([C:19]([CH3:22])([CH3:21])[CH3:20])[C:11]=2[CH:10]=[C:9]([C:23](=[O:25])[CH3:24])[C:8]=1[O:26]C. (7) Given the product [C:45]([Si:42]([CH3:44])([CH3:43])[O:41][CH:10]([CH2:11][O:12][C:13]1[CH:18]=[CH:17][CH:16]=[C:15]([C:19]2[N:20]=[C:21]([C:34]3[C:35]([CH3:40])=[N:36][O:37][C:38]=3[CH3:39])[CH:22]=[C:23]([C:25](=[O:26])[NH:57][CH2:56][CH:53]3[CH2:54][CH2:55][O:50][CH2:51][CH2:52]3)[N:24]=2)[CH:14]=1)[CH2:9][N:8]([CH3:49])[C:6](=[O:7])[O:5][C:1]([CH3:4])([CH3:3])[CH3:2])([CH3:48])([CH3:46])[CH3:47], predict the reactants needed to synthesize it. The reactants are: [C:1]([O:5][C:6]([N:8]([CH3:49])[CH2:9][CH:10]([O:41][Si:42]([C:45]([CH3:48])([CH3:47])[CH3:46])([CH3:44])[CH3:43])[CH2:11][O:12][C:13]1[CH:14]=[C:15]([C:19]2[N:24]=[C:23]([C:25](OC3C=CC=CC=3)=[O:26])[CH:22]=[C:21]([C:34]3[C:35]([CH3:40])=[N:36][O:37][C:38]=3[CH3:39])[N:20]=2)[CH:16]=[CH:17][CH:18]=1)=[O:7])([CH3:4])([CH3:3])[CH3:2].[O:50]1[CH2:55][CH2:54][CH:53]([CH2:56][NH2:57])[CH2:52][CH2:51]1.CCN(CC)CC.